From a dataset of Reaction yield outcomes from USPTO patents with 853,638 reactions. Predict the reaction yield, written as a fraction of the theoretical maximum amount of product (1.0 means a 100% yield; for example, 0.34 means a 34% yield). (1) The reactants are N([O-])=O.[Na+].S(=O)(=O)(O)O.[Br:10][C:11]1[CH:16]=[C:15]([Cl:17])[N:14]=[N:13][C:12]=1N.[OH2:19]. The catalyst is C(O)(=O)C. The product is [Br:10][C:11]1[C:12](=[O:19])[NH:13][N:14]=[C:15]([Cl:17])[CH:16]=1. The yield is 0.830. (2) The reactants are [CH3:1][CH:2]1[CH2:6][CH2:5][CH2:4][N:3]1[C:7]1([C:12]#[N:13])[CH2:11][CH2:10][CH2:9][CH2:8]1.[C:14]1([Li])[CH:19]=[CH:18][CH:17]=[CH:16][CH:15]=1.CO.[BH4-].[Na+]. The catalyst is C1COCC1. The product is [NH3:3].[CH3:1][CH:2]1[CH2:6][CH2:5][CH2:4][N:3]1[C:7]1([CH:12]([NH2:13])[C:14]2[CH:19]=[CH:18][CH:17]=[CH:16][CH:15]=2)[CH2:11][CH2:10][CH2:9][CH2:8]1. The yield is 0.0200. (3) The reactants are [Cl:1][C:2]1[CH:15]=[C:14]([C:16]2[O:17][C:18]([C:21]3[N:22]=[C:23]4[C:28]([Cl:29])=[CH:27][C:26]([C:30]([F:33])([F:32])[F:31])=[CH:25][N:24]4[CH:34]=3)=[N:19][N:20]=2)[C:13]([Cl:35])=[CH:12][C:3]=1[O:4][CH2:5][CH:6]1[CH2:10][O:9]C(=O)[NH:7]1. The catalyst is C(O)C.O. The product is [NH2:7][CH:6]([CH2:5][O:4][C:3]1[CH:12]=[C:13]([Cl:35])[C:14]([C:16]2[O:17][C:18]([C:21]3[N:22]=[C:23]4[C:28]([Cl:29])=[CH:27][C:26]([C:30]([F:32])([F:31])[F:33])=[CH:25][N:24]4[CH:34]=3)=[N:19][N:20]=2)=[CH:15][C:2]=1[Cl:1])[CH2:10][OH:9]. The yield is 0.0600. (4) The yield is 1.00. The product is [OH:1][CH2:2][C:3]1[S:7][C:6]([CH2:8][C:9]([OH:11])=[O:10])=[CH:5][CH:4]=1. The reactants are [OH:1][CH2:2][C:3]1[S:7][C:6]([CH2:8][C:9]([O:11]C)=[O:10])=[CH:5][CH:4]=1.[OH-].[Li+].Cl. The catalyst is O1CCCC1.CO. (5) The reactants are [Cl:1][C:2]1[CH:7]=[CH:6][C:5]([S:8]([C:15]2[CH:20]=[CH:19][C:18]([Cl:21])=[CH:17][CH:16]=2)([CH3:14])[CH2:9][CH:10]([OH:13])[CH2:11][F:12])=[CH:4][CH:3]=1.[Cr](O[Cr]([O-])(=O)=O)([O-])(=O)=O.[NH+]1C=CC=CC=1.[NH+]1C=CC=CC=1. The catalyst is C(Cl)Cl. The product is [Cl:1][C:2]1[CH:3]=[CH:4][C:5]([S:8]([C:15]2[CH:16]=[CH:17][C:18]([Cl:21])=[CH:19][CH:20]=2)([CH3:14])[CH2:9][C:10](=[O:13])[CH2:11][F:12])=[CH:6][CH:7]=1. The yield is 0.440.